From a dataset of Full USPTO retrosynthesis dataset with 1.9M reactions from patents (1976-2016). Predict the reactants needed to synthesize the given product. (1) Given the product [Cl:20][C:21]1[CH:22]=[C:23]([NH:17][C:18]([NH:16][NH:15][C:13]([C:10]2[CH:11]=[CH:12][C:7]([C:1]3[CH:2]=[CH:3][CH:4]=[CH:5][CH:6]=3)=[CH:8][CH:9]=2)=[O:14])=[S:19])[CH:24]=[CH:25][C:26]=1[Cl:27], predict the reactants needed to synthesize it. The reactants are: [C:1]1([C:7]2[CH:12]=[CH:11][C:10]([C:13]([NH:15][NH2:16])=[O:14])=[CH:9][CH:8]=2)[CH:6]=[CH:5][CH:4]=[CH:3][CH:2]=1.[N-:17]=[C:18]=[S:19].[Cl:20][C:21]1[CH:22]=[CH:23][CH:24]=[CH:25][C:26]=1[Cl:27]. (2) Given the product [N:1]([CH2:4][CH2:5][O:6][CH2:7][CH2:8][O:9][NH2:10])=[N+:2]=[N-:3], predict the reactants needed to synthesize it. The reactants are: [N:1]([CH2:4][CH2:5][O:6][CH2:7][CH2:8][O:9][N:10]1C(=O)C2C(=CC=CC=2)C1=O)=[N+:2]=[N-:3].NN.